From a dataset of Reaction yield outcomes from USPTO patents with 853,638 reactions. Predict the reaction yield, written as a fraction of the theoretical maximum amount of product (1.0 means a 100% yield; for example, 0.34 means a 34% yield). (1) The reactants are [CH3:1][O:2][C:3](=[O:20])[CH2:4][C:5]([C:7](=[O:19])[N:8]([CH2:16][CH:17]=C)[CH2:9][C:10]1[CH:15]=[CH:14][CH:13]=[CH:12][CH:11]=1)=C. The catalyst is C(Cl)Cl.[Ru]. The product is [CH3:1][O:2][C:3](=[O:20])[CH2:4][C:5]1[C:7](=[O:19])[N:8]([CH2:9][C:10]2[CH:11]=[CH:12][CH:13]=[CH:14][CH:15]=2)[CH2:16][CH:17]=1. The yield is 0.850. (2) The reactants are [NH2:1][C:2]1[N:10]=[CH:9][CH:8]=[CH:7][C:3]=1[C:4]([OH:6])=[O:5].[C:11](=O)(O)[O-].[Na+]. The catalyst is CO.S(=O)(=O)(O)O. The product is [CH3:11][O:5][C:4](=[O:6])[C:3]1[CH:7]=[CH:8][CH:9]=[N:10][C:2]=1[NH2:1]. The yield is 0.480.